The task is: Predict the reactants needed to synthesize the given product.. This data is from Full USPTO retrosynthesis dataset with 1.9M reactions from patents (1976-2016). (1) Given the product [C:3]1([CH:1]=[C:15]2[C:16]3[C:21](=[CH:20][CH:19]=[CH:18][CH:17]=3)[NH:13][C:14]2=[O:22])[C:12]2[C:6]([CH:7]=[CH:8][CH:9]=[CH:10][CH:11]=2)=[CH:5][CH:4]=1, predict the reactants needed to synthesize it. The reactants are: [CH:1]([C:3]1[C:12]2[C:6]([CH:7]=[CH:8][CH:9]=[CH:10][CH:11]=2)=[CH:5][CH:4]=1)=O.[NH:13]1[C:21]2[C:16](=[CH:17][CH:18]=[CH:19][CH:20]=2)[CH2:15][C:14]1=[O:22].N1CCCC1. (2) Given the product [Cl:15][C:16]1[C:17]([CH3:26])=[C:18]([S:22]([NH:14][C:11]2[CH:10]=[CH:9][C:8]([O:1][C:2]3[CH:3]=[CH:4][CH:5]=[CH:6][CH:7]=3)=[CH:13][N:12]=2)(=[O:24])=[O:23])[CH:19]=[CH:20][CH:21]=1, predict the reactants needed to synthesize it. The reactants are: [O:1]([C:8]1[CH:9]=[CH:10][C:11]([NH2:14])=[N:12][CH:13]=1)[C:2]1[CH:7]=[CH:6][CH:5]=[CH:4][CH:3]=1.[Cl:15][C:16]1[C:17]([CH3:26])=[C:18]([S:22](Cl)(=[O:24])=[O:23])[CH:19]=[CH:20][CH:21]=1.